This data is from Forward reaction prediction with 1.9M reactions from USPTO patents (1976-2016). The task is: Predict the product of the given reaction. (1) Given the reactants Br[CH2:2][C:3]1[C:8]([C:9]([O:11][C:12]([CH3:15])([CH3:14])[CH3:13])=[O:10])=[C:7]([O:16]C(OC(C)(C)C)=O)[C:6]([C:24]([F:27])([F:26])[F:25])=[CH:5][CH:4]=1.C[O:29][C:30](=[O:49])[CH2:31][C:32]1[CH:37]=[CH:36][C:35]([C:38]2[CH:43]=[CH:42][C:41]([OH:44])=[CH:40][CH:39]=2)=[C:34]([O:45]COC)[CH:33]=1, predict the reaction product. The product is: [C:12]([O:11][C:9]([C:8]1[C:7]([OH:16])=[C:6]([C:24]([F:26])([F:27])[F:25])[CH:5]=[CH:4][C:3]=1[CH2:2][O:44][C:41]1[CH:40]=[CH:39][C:38]([C:35]2[CH:36]=[CH:37][C:32]([CH2:31][C:30]([OH:49])=[O:29])=[CH:33][C:34]=2[OH:45])=[CH:43][CH:42]=1)=[O:10])([CH3:15])([CH3:14])[CH3:13]. (2) Given the reactants Cl.[CH3:2][NH:3][O:4][CH3:5].C(N(CC)CC)C.Cl[S:14]([C:17]1[N:18]=[CH:19][N:20]2[CH:24]=[CH:23][S:22][C:21]=12)(=[O:16])=[O:15].C(OCC)(=O)C, predict the reaction product. The product is: [CH3:5][O:4][N:3]([CH3:2])[S:14]([C:17]1[N:18]=[CH:19][N:20]2[CH:24]=[CH:23][S:22][C:21]=12)(=[O:15])=[O:16]. (3) Given the reactants [CH2:1]([N:5]([CH2:19][CH2:20][CH2:21][CH3:22])[CH2:6][CH2:7][CH2:8][O:9][C:10]1[CH:18]=[CH:17][C:13]([C:14](Cl)=[O:15])=[CH:12][CH:11]=1)[CH2:2][CH2:3][CH3:4].[CH2:23]([NH:25][CH2:26][CH3:27])[CH3:24].C[Si](Cl)(C)C.O, predict the reaction product. The product is: [CH2:1]([N:5]([CH2:19][CH2:20][CH2:21][CH3:22])[CH2:6][CH2:7][CH2:8][O:9][C:10]1[CH:18]=[CH:17][C:13]([C:14]([N:25]([CH2:26][CH3:27])[CH2:23][CH3:24])=[O:15])=[CH:12][CH:11]=1)[CH2:2][CH2:3][CH3:4]. (4) Given the reactants C1(P(C2C=CC=CC=2)C2C=CC=CC=2)C=CC=CC=1.N(C(OC(C)C)=O)=NC(OC(C)C)=O.[Cl:34][C:35]1[CH:40]=[CH:39][C:38]([S:41]([NH:44][C@H:45]([C:49]2[CH:54]=[CH:53][CH:52]=[CH:51][CH:50]=2)[C:46]([NH2:48])=[O:47])(=[O:43])=[O:42])=[CH:37][CH:36]=1.[CH3:55][O:56][C:57](=[O:66])[C:58]1[CH:63]=[CH:62][C:61]([CH2:64]O)=[CH:60][CH:59]=1, predict the reaction product. The product is: [CH3:55][O:56][C:57](=[O:66])[C:58]1[CH:63]=[CH:62][C:61]([CH2:64][N:44]([C@@H:45]([C:46](=[O:47])[NH2:48])[C:49]2[CH:50]=[CH:51][CH:52]=[CH:53][CH:54]=2)[S:41]([C:38]2[CH:39]=[CH:40][C:35]([Cl:34])=[CH:36][CH:37]=2)(=[O:42])=[O:43])=[CH:60][CH:59]=1. (5) Given the reactants C[O:2][C:3](=[O:42])[CH2:4][C:5]1[CH:10]=[CH:9][C:8]([NH:11][C:12]([C@H:14]2[C@H:18]([C:19]3[CH:24]=[CH:23][CH:22]=[C:21]([Cl:25])[C:20]=3[F:26])[C@:17]([C:29]3[CH:34]=[CH:33][C:32]([Cl:35])=[CH:31][C:30]=3[F:36])([C:27]#[N:28])[C@H:16]([CH2:37][C:38]([CH3:41])([CH3:40])[CH3:39])[NH:15]2)=[O:13])=[CH:7][CH:6]=1.[Li+].[OH-], predict the reaction product. The product is: [Cl:25][C:21]1[C:20]([F:26])=[C:19]([C@@H:18]2[C@:17]([C:29]3[CH:34]=[CH:33][C:32]([Cl:35])=[CH:31][C:30]=3[F:36])([C:27]#[N:28])[C@H:16]([CH2:37][C:38]([CH3:41])([CH3:40])[CH3:39])[NH:15][C@H:14]2[C:12]([NH:11][C:8]2[CH:7]=[CH:6][C:5]([CH2:4][C:3]([OH:42])=[O:2])=[CH:10][CH:9]=2)=[O:13])[CH:24]=[CH:23][CH:22]=1. (6) Given the reactants Cl[C:2]1[N:10]=[CH:9][N:8]=[C:7]2[C:3]=1[NH:4][CH:5]=[N:6]2.[CH3:11][NH:12][CH2:13][CH2:14][CH2:15][NH2:16], predict the reaction product. The product is: [CH3:11][NH:12][CH2:13][CH2:14][CH2:15][NH:16][C:2]1[N:10]=[CH:9][N:8]=[C:7]2[C:3]=1[N:4]=[CH:5][NH:6]2. (7) Given the reactants [C:1]([C:4]1[CH:5]=[CH:6][C:7]([F:24])=[C:8]([NH:10][CH:11]([C:15]2[CH:20]=[CH:19][C:18]([F:21])=[C:17]([O:22][CH3:23])[CH:16]=2)[C:12]([OH:14])=O)[CH:9]=1)(=[O:3])[NH2:2].Cl.[CH:26]1([S:29]([C:32]2[CH:37]=[CH:36][C:35]([NH:38][C:39]([N:41]([CH3:43])[CH3:42])=[O:40])=[CH:34][C:33]=2[C@H:44]2[C@@H:48]([C:49]([O:51][CH2:52][CH3:53])=[O:50])[CH2:47][CH2:46][NH:45]2)(=[O:31])=[O:30])[CH2:28][CH2:27]1, predict the reaction product. The product is: [C:1]([C:4]1[CH:5]=[CH:6][C:7]([F:24])=[C:8]([NH:10][C@H:11]([C:15]2[CH:20]=[CH:19][C:18]([F:21])=[C:17]([O:22][CH3:23])[CH:16]=2)[C:12]([N:45]2[CH2:46][CH2:47][C@H:48]([C:49]([O:51][CH2:52][CH3:53])=[O:50])[C@@H:44]2[C:33]2[CH:34]=[C:35]([NH:38][C:39]([N:41]([CH3:43])[CH3:42])=[O:40])[CH:36]=[CH:37][C:32]=2[S:29]([CH:26]2[CH2:28][CH2:27]2)(=[O:31])=[O:30])=[O:14])[CH:9]=1)(=[O:3])[NH2:2]. (8) Given the reactants Cl[C:2]1[C:11]([CH:12]=[O:13])=[CH:10][C:9]2[C:4](=[C:5]([CH3:14])[CH:6]=[CH:7][CH:8]=2)[N:3]=1.C(=O)([O-])[O-].[K+].[K+].[CH:21]1([CH2:24][NH:25][CH2:26][CH:27]2[CH2:29][CH2:28]2)[CH2:23][CH2:22]1, predict the reaction product. The product is: [CH:21]1([CH2:24][N:25]([CH2:26][CH:27]2[CH2:29][CH2:28]2)[C:2]2[C:11]([CH:12]=[O:13])=[CH:10][C:9]3[C:4](=[C:5]([CH3:14])[CH:6]=[CH:7][CH:8]=3)[N:3]=2)[CH2:23][CH2:22]1.